The task is: Predict the reaction yield, written as a fraction of the theoretical maximum amount of product (1.0 means a 100% yield; for example, 0.34 means a 34% yield).. This data is from Reaction yield outcomes from USPTO patents with 853,638 reactions. (1) The reactants are [O:1]1[CH:5]=[CH:4][C:3]([NH2:6])=[N:2]1.CCN(CC)CC.[Br:14][CH2:15][C:16](Cl)=[O:17]. The catalyst is C(Cl)Cl. The product is [Br:14][CH2:15][C:16]([NH:6][C:3]1[CH:4]=[CH:5][O:1][N:2]=1)=[O:17]. The yield is 0.810. (2) The reactants are [OH-].[Na+].[CH3:3][C:4]1[N:9]([C:10]2[CH:15]=[CH:14][CH:13]=[C:12]([C:16]([F:19])([F:18])[F:17])[CH:11]=2)[C:8](=[O:20])[C:7]([C:21]([O:23]CC)=[O:22])=[CH:6][C:5]=1[C:26]1[CH:31]=[CH:30][CH:29]=[CH:28][CH:27]=1. The catalyst is C1COCC1.CO.O. The product is [CH3:3][C:4]1[N:9]([C:10]2[CH:15]=[CH:14][CH:13]=[C:12]([C:16]([F:17])([F:18])[F:19])[CH:11]=2)[C:8](=[O:20])[C:7]([C:21]([OH:23])=[O:22])=[CH:6][C:5]=1[C:26]1[CH:31]=[CH:30][CH:29]=[CH:28][CH:27]=1. The yield is 0.780. (3) The reactants are C([O:8][C:9]1[CH:14]=[CH:13][C:12]([CH2:15][CH2:16][O:17][C@@H:18]2[CH2:23][CH2:22][CH2:21][CH2:20][C@H:19]2[N:24]2[CH2:28][CH2:27][C@@H:26]([OH:29])[CH2:25]2)=[CH:11][C:10]=1[O:30][CH3:31])C1C=CC=CC=1. The catalyst is CO.O.[Pd]. The product is [OH:8][C:9]1[CH:14]=[CH:13][C:12]([CH2:15][CH2:16][O:17][C@@H:18]2[CH2:23][CH2:22][CH2:21][CH2:20][C@H:19]2[N:24]2[CH2:28][CH2:27][C@@H:26]([OH:29])[CH2:25]2)=[CH:11][C:10]=1[O:30][CH3:31]. The yield is 0.430. (4) The reactants are [CH:1]([O:4][C:5]([N:7]1[CH2:12][CH2:11][CH:10]([O:13][C:14]2[C:19]([CH3:20])=[C:18]([O:21][C:22]3[CH:27]=[CH:26][C:25]([CH2:28][C:29](O)=[O:30])=[CH:24][C:23]=3[F:32])[N:17]=[CH:16][N:15]=2)[CH2:9][CH2:8]1)=[O:6])([CH3:3])[CH3:2].[CH3:33][N:34](C(ON1N=NC2C=CC=NC1=2)=[N+](C)C)[CH3:35].F[P-](F)(F)(F)(F)F.CNC. The catalyst is CN(C=O)C. The product is [CH:1]([O:4][C:5]([N:7]1[CH2:12][CH2:11][CH:10]([O:13][C:14]2[C:19]([CH3:20])=[C:18]([O:21][C:22]3[CH:27]=[CH:26][C:25]([CH2:28][C:29](=[O:30])[N:34]([CH3:35])[CH3:33])=[CH:24][C:23]=3[F:32])[N:17]=[CH:16][N:15]=2)[CH2:9][CH2:8]1)=[O:6])([CH3:3])[CH3:2]. The yield is 0.250.